This data is from Full USPTO retrosynthesis dataset with 1.9M reactions from patents (1976-2016). The task is: Predict the reactants needed to synthesize the given product. Given the product [Cl:1][C:2]1[C:10]2[N:9]([CH2:35][C:34]([C:36]3[CH:41]=[CH:40][C:39]([F:42])=[CH:38][CH:37]=3)=[CH2:33])[C:8]3[CH2:11][CH2:12][N:13]([CH3:15])[CH2:14][C:7]=3[C:6]=2[CH:5]=[CH:4][CH:3]=1, predict the reactants needed to synthesize it. The reactants are: [Cl:1][C:2]1[C:10]2[NH:9][C:8]3[CH2:11][CH2:12][N:13]([CH3:15])[CH2:14][C:7]=3[C:6]=2[CH:5]=[CH:4][CH:3]=1.N1CCC[C@H]1C(O)=O.[O-]P([O-])([O-])=O.[K+].[K+].[K+].Br[CH:33]=[C:34]([C:36]1[CH:41]=[CH:40][C:39]([F:42])=[CH:38][CH:37]=1)[CH3:35].